From a dataset of Oral bioavailability binary classification data from Ma et al.. Regression/Classification. Given a drug SMILES string, predict its absorption, distribution, metabolism, or excretion properties. Task type varies by dataset: regression for continuous measurements (e.g., permeability, clearance, half-life) or binary classification for categorical outcomes (e.g., BBB penetration, CYP inhibition). Dataset: bioavailability_ma. (1) The molecule is COCCc1ccc(OCC(O)CNC(C)C)cc1. The result is 1 (high bioavailability). (2) The molecule is CCCc1c2oc(C(=O)O)cc(=O)c2cc2c(=O)cc(C(=O)O)n(CC)c12. The result is 0 (low bioavailability). (3) The drug is COC(=O)C1=C(C#N)NC(C)=C(C(=O)OC(C)C)C1c1cccc([N+](=O)[O-])c1. The result is 0 (low bioavailability). (4) The molecule is O=C1C(O)=C([C@H]2CC[C@H](c3ccc(Cl)cc3)CC2)C(=O)c2ccccc21. The result is 0 (low bioavailability). (5) The result is 1 (high bioavailability). The molecule is CC/C(=C(\c1ccccc1)c1ccc(OCCN(C)C)cc1)c1ccccc1.